Binary Classification. Given a miRNA mature sequence and a target amino acid sequence, predict their likelihood of interaction. From a dataset of Experimentally validated miRNA-target interactions with 360,000+ pairs, plus equal number of negative samples. (1) The miRNA is hsa-miR-4451 with sequence UGGUAGAGCUGAGGACA. The protein sequence of the target gene is MLRLCFFISFMCLVKSDTDETCPSFTRLSFHSAVVGTGLSVRLMLYTQRDQTCAQIINSTALGSLNVTKKTTFIIHGFRPTGSPPVWIEELVQSLISVQEMNVVVVDWNRGATTVIYPHASSKTRQVASILKEFIDQMLVKGASLDNIYMIGVSLGAHIAGFVGESYEGKLGRVTGLDPAGPLFNGRPPEERLDPSDALFVDVIHSDTDALGYKEALGHIDFYPNGGLDQPGCPKTIFGGIKYFKCDHQMSVYLYLASLQNNCSITAYPCDSYRDYRNGKCVSCGAGQIVPCPRVGYYAD.... Result: 0 (no interaction). (2) The miRNA is rno-miR-378a-5p with sequence CUCCUGACUCCAGGUCCUGUGU. The protein sequence of the target gene is MEEAEELLLEGKKALQLAREPRLGLDLGWNPSGEGCTQGLKDVPPEPTRDILALKSLPRGLALGPSLAKEQRLGVWCVGDPLQPGLLWGPLEEESASKEKGEGVKPRQEENLSLGPWGDVCACEQSSGWTSLVQRGRLESEGNVAPVRISERLHLQVYQLVLPGSELLLWPQPSSEGPSLTQPGLDKEAAVAVVTEVESAVQQEVASPGEDAAEPCIDPGSQSPSGIQAENMVSPGLKFPTQDRISKDSQPLGPLLQDGDVDEECPAQAQMPPELQSNSATQQDPDGSGASFSSSARGTQ.... Result: 0 (no interaction). (3) The protein sequence of the target gene is MAGPEEAVHRGCDNHPPFVGGKSVLLFGQSQYTADEYQAIQKALRQRLGPEYISSRMAGGGQKVCYIEGHRVINLANEMFGYNGWAHSITQQNVDFVDLNNGKFYVGVCAFVKVQLKDGSYHEDVGYGVSEGLRSKALSLEKARKEAVTDGLKRALRSFGNALGNCILDKDYLRSLNKLPRQLPLDVDLTKTKREDFEPSVEQARYNSCRQNEALGLPKPQEVTSPCRSSPPHDSNIKLQGAKDISSSCSLAATLESDATHQRKLRKLRQKQLQQQFREQMETRRQSHAPAEEVAAKHAA.... The miRNA is hsa-miR-3187-5p with sequence CCUGGGCAGCGUGUGGCUGAAGG. Result: 0 (no interaction). (4) The miRNA is hsa-miR-1273h-5p with sequence CUGGGAGGUCAAGGCUGCAGU. The protein sequence of the target gene is MWLYLAVFVGLYYLLHWYRERQVLSHLRDKYVFITGCDSGFGKLLARQLDARGLRVLAACLTEKGAEQLRGQTSDRLETVTLDVTKTESVAAAAQWVKECVRDKGLWGLVNNAGISLPTAPNELLTKQDFVTILDVNLLGVIDVTLSLLPLVRRARGRVVNVSSVMGRVSLFGGGYCISKYGVEAFSDSLRRELSYFGVKVAMIEPGYFKTAVTSKERFLKSFLEIWDRSSPEVKEAYGEKFVADYKKSAEQMEQKCTQDLSLVTNCMEHALIACHPRTRYSAGWDAKLLYLPMSYMPTF.... Result: 0 (no interaction). (5) The miRNA is hsa-miR-3907 with sequence AGGUGCUCCAGGCUGGCUCACA. The protein sequence of the target gene is MSRRALRRLRGEQRGQEPLGPDALKFVLLDDDDAEEEGPKPGLGGRRPGGAGKEGVRVNNRFELINTEDLEDDLVVNGERSDCTLPDSVSSGNKGRAKHGNAETKQDGGATKAGSSEQSNASGKLRKKKKKQKNKKSCTGESSENGLEDIDRILERIEDSSGFSHPGPPPLSSRKHVLYVEHRHLNPDTELKRYFGARAVLGEQRPRQRQRVYPKCTWLTTPKSTWPRYSKPGLSMRLLESKKGLSFFAFDHNEEYQQAQHKFLVAVESMEPNNIVVLLQTSPYHVDSLLQLSDACRFQE.... Result: 0 (no interaction). (6) The protein sequence of the target gene is MFLTAVLLRGRIPGRQWIGKHRRPRTVSFQAKESMIRRLEVEAENHYWLSMPYMTAEQECGHAAERRAQAFEAIKAAATSKFPKHRYIADQLDHLNISKKWS. The miRNA is hsa-miR-3123 with sequence CAGAGAAUUGUUUAAUC. Result: 0 (no interaction). (7) Result: 0 (no interaction). The protein sequence of the target gene is MREAAERRQQLQLEHDQALAVLSAKQQEIDLLQKSKVRELEEKCRTQSEQFNLLSRDLEKFRQHAGKIDLLGGSAVAPLDISTAPSKPFPQFMNGLATSLGKGQESAIGGSSAIGEYIRPLPQPGDRPEPLSAKPTFLSRSGSARCRSESDMENERNSNTSKQRYSGKVHLCVARYSYNPFDGPNENPEAELPLTAGKYLYVYGDMDEDGFYEGELLDGQRGLVPSNFVDFVQDNESRLASTLGNEQDQNFINHSGIGLEGEHILDLHSPTHIDAGITDNSAGTLDVNIDDIGEDIVPYP.... The miRNA is hsa-miR-5585-3p with sequence CUGAAUAGCUGGGACUACAGGU. (8) The miRNA is mmu-miR-208b-3p with sequence AUAAGACGAACAAAAGGUUUGU. The protein sequence of the target gene is MVGELRYREFRVPLGPGLHAYPDELIRQRVGHDGHPEYQIRWLILRRGDEGDGGSGQVDCKAEHILLWMSKDEIYANCHKMLGEDGQVIGPSQESAGEVGALDKSVLEEMETDVKSLIQRALRQLEECVGTIPPAPLLHTVHVLSAYASIEPLTGVFKDPRVLDLLMHMLSSPDYQIRWSAGRMIQALSSHDAGTRTQILLSLSQQEAIEKHLDFDSRCALLALFAQATLSEHPMSFEGIQLPQVPGRVLFSLVKRYLHVTSLLDQLNDSAAEPGAQNTSAPEELSGERGQLELEFSMAM.... Result: 0 (no interaction).